The task is: Regression/Classification. Given a drug SMILES string, predict its absorption, distribution, metabolism, or excretion properties. Task type varies by dataset: regression for continuous measurements (e.g., permeability, clearance, half-life) or binary classification for categorical outcomes (e.g., BBB penetration, CYP inhibition). Dataset: cyp3a4_veith.. This data is from CYP3A4 inhibition data for predicting drug metabolism from PubChem BioAssay. (1) The molecule is N=C(CC(=O)Nc1ccccn1)c1ccccc1. The result is 0 (non-inhibitor). (2) The result is 1 (inhibitor). The drug is COC1=C(OC)C(=O)c2ccccc2C1=O. (3) The molecule is CCN(CC)CC(=O)c1c[nH]c2ccc(OC)cc12. The result is 0 (non-inhibitor). (4) The drug is O=C(c1cnccn1)N1CCC2(CCCN(c3ccc(-c4ccccc4)cc3)C2)CC1. The result is 1 (inhibitor). (5) The drug is O=C(Nc1cccc(F)c1)N1CCCC2(CCN(C(=O)c3csnn3)CC2)C1. The result is 1 (inhibitor). (6) The compound is Cc1cc(C)c(NC(=O)CSc2nnc(Cc3cccn3C)n2-c2ccc(F)cc2)c(C)c1. The result is 1 (inhibitor).